From a dataset of Full USPTO retrosynthesis dataset with 1.9M reactions from patents (1976-2016). Predict the reactants needed to synthesize the given product. Given the product [CH2:3]([O:5][C:6]([C:8]1([C:11]2[CH:16]=[CH:15][C:14]([C:17]3[CH:22]=[CH:21][C:20]([C:23]4[O:27][N:26]=[C:25]([CH3:28])[C:24]=4[CH2:29][S:39][CH2:38][CH2:37][C:31]4[CH:36]=[CH:35][CH:34]=[CH:33][CH:32]=4)=[CH:19][CH:18]=3)=[CH:13][CH:12]=2)[CH2:10][CH2:9]1)=[O:7])[CH3:4], predict the reactants needed to synthesize it. The reactants are: [H-].[Na+].[CH2:3]([O:5][C:6]([C:8]1([C:11]2[CH:16]=[CH:15][C:14]([C:17]3[CH:22]=[CH:21][C:20]([C:23]4[O:27][N:26]=[C:25]([CH3:28])[C:24]=4[CH2:29]Br)=[CH:19][CH:18]=3)=[CH:13][CH:12]=2)[CH2:10][CH2:9]1)=[O:7])[CH3:4].[C:31]1([CH2:37][CH2:38][SH:39])[CH:36]=[CH:35][CH:34]=[CH:33][CH:32]=1.